From a dataset of HIV replication inhibition screening data with 41,000+ compounds from the AIDS Antiviral Screen. Binary Classification. Given a drug SMILES string, predict its activity (active/inactive) in a high-throughput screening assay against a specified biological target. (1) The molecule is c1cc(-c2ccc(-c3ccsc3)s2)cs1. The result is 0 (inactive). (2) The compound is CN(C)c1nc(Cl)c2c(-c3ccccc3)c(-c3ccccc3)oc2n1. The result is 0 (inactive).